From a dataset of Reaction yield outcomes from USPTO patents with 853,638 reactions. Predict the reaction yield, written as a fraction of the theoretical maximum amount of product (1.0 means a 100% yield; for example, 0.34 means a 34% yield). (1) The reactants are O=[CH:2][CH2:3][CH2:4][CH2:5][NH:6][C:7]([C:9]1[CH:18]=[CH:17][C:16]2[C:11](=[CH:12][CH:13]=[CH:14][CH:15]=2)[CH:10]=1)=[O:8].[CH3:19][NH:20][CH:21]1[CH2:29][CH2:28][C:24]2[N:25]=[CH:26][S:27][C:23]=2[CH2:22]1. No catalyst specified. The product is [CH3:19][N:20]([CH:21]1[CH2:29][CH2:28][C:24]2[N:25]=[CH:26][S:27][C:23]=2[CH2:22]1)[CH2:2][CH2:3][CH2:4][CH2:5][NH:6][C:7]([C:9]1[CH:18]=[CH:17][C:16]2[C:11](=[CH:12][CH:13]=[CH:14][CH:15]=2)[CH:10]=1)=[O:8]. The yield is 0.250. (2) The reactants are [Br:1][C:2]1[C:3]([C:7]2[CH:12]=[CH:11][C:10]([NH:13][C:14]([NH:16][C:17]3[CH:22]=[CH:21][CH:20]=[CH:19][CH:18]=3)=[O:15])=[CH:9][CH:8]=2)=[N:4][NH:5][CH:6]=1.[CH3:23][C:24](C)([O-:26])[CH3:25].[K+].O1CC[CH2:31][CH2:30]1.O1CCCC1Br. The catalyst is CN(C)C=O. The product is [Br:1][C:2]1[C:3]([C:7]2[CH:12]=[CH:11][C:10]([NH:13][C:14]([NH:16][C:17]3[CH:18]=[CH:19][CH:20]=[CH:21][CH:22]=3)=[O:15])=[CH:9][CH:8]=2)=[N:4][N:5]([CH2:23][CH:24]2[CH2:25][CH2:31][CH2:30][O:26]2)[CH:6]=1. The yield is 0.530. (3) The yield is 0.940. The reactants are [Cl:1][C:2]1[CH:12]=[CH:11][C:5]2[CH2:6][CH2:7][NH:8][CH2:9][CH2:10][C:4]=2[C:3]=1[NH:13][CH2:14][C:15]1[CH:20]=[CH:19][C:18]([CH2:21][S:22]([CH2:25][C:26]([CH3:29])([CH3:28])[CH3:27])(=[O:24])=[O:23])=[CH:17][CH:16]=1.[C:30]([OH:37])(=[O:36])[CH2:31][CH2:32][C:33]([OH:35])=[O:34]. The catalyst is CO. The product is [C:30]([OH:37])(=[O:36])[CH2:31][CH2:32][C:33]([OH:35])=[O:34].[Cl:1][C:2]1[CH:12]=[CH:11][C:5]2[CH2:6][CH2:7][NH:8][CH2:9][CH2:10][C:4]=2[C:3]=1[NH:13][CH2:14][C:15]1[CH:20]=[CH:19][C:18]([CH2:21][S:22]([CH2:25][C:26]([CH3:29])([CH3:28])[CH3:27])(=[O:24])=[O:23])=[CH:17][CH:16]=1. (4) The reactants are [F:1][C:2]1[CH:7]=[C:6]([C:8]([F:11])([F:10])[F:9])[CH:5]=[CH:4][C:3]=1[C:12]1[C:21]2[CH2:20][CH2:19][CH2:18][CH:17]([CH2:22][C:23]([NH:25][CH3:26])=[O:24])[C:16]=2[CH:15]=[N:14][CH:13]=1.[CH3:27]NC. No catalyst specified. The product is [F:1][C:2]1[CH:7]=[C:6]([C:8]([F:9])([F:11])[F:10])[CH:5]=[CH:4][C:3]=1[C:12]1[C:21]2[CH2:20][CH2:19][CH2:18][CH:17]([CH2:22][C:23]([N:25]([CH3:27])[CH3:26])=[O:24])[C:16]=2[CH:15]=[N:14][CH:13]=1. The yield is 0.890.